Predict which catalyst facilitates the given reaction. From a dataset of Catalyst prediction with 721,799 reactions and 888 catalyst types from USPTO. (1) Reactant: C([O-])=O.[NH4+].[CH3:5][N:6]1[C:12]2[CH:13]=[C:14]([N+:17]([O-])=O)[CH:15]=[CH:16][C:11]=2[CH2:10][CH2:9][CH2:8][C:7]1=[O:20]. Product: [NH2:17][C:14]1[CH:15]=[CH:16][C:11]2[CH2:10][CH2:9][CH2:8][C:7](=[O:20])[N:6]([CH3:5])[C:12]=2[CH:13]=1. The catalyst class is: 19. (2) Reactant: C(N(C(C)C)CC)(C)C.[OH:10][C:11]1[CH:12]=[CH:13][CH:14]=[C:15]2[C:20]=1[O:19][C:18](=[O:21])[C:17]([C:22]([OH:24])=O)=[CH:16]2.CN(C(ON1N=NC2C=CC=NC1=2)=[N+](C)C)C.F[P-](F)(F)(F)(F)F.[CH3:49][O:50][C:51]1[CH:52]=[C:53]2[C:58](=[CH:59][CH:60]=1)[CH:57]=[C:56]([C:61]1[CH:62]=[C:63]([NH2:67])[CH:64]=[CH:65][CH:66]=1)[CH:55]=[CH:54]2. Product: [CH3:49][O:50][C:51]1[CH:52]=[C:53]2[C:58](=[CH:59][CH:60]=1)[CH:57]=[C:56]([C:61]1[CH:62]=[C:63]([NH:67][C:22]([C:17]3[C:18](=[O:21])[O:19][C:20]4[C:15]([CH:16]=3)=[CH:14][CH:13]=[CH:12][C:11]=4[OH:10])=[O:24])[CH:64]=[CH:65][CH:66]=1)[CH:55]=[CH:54]2. The catalyst class is: 9. (3) Reactant: Cl[C:2]1[N:7]=[N:6][C:5]([NH2:8])=[CH:4][CH:3]=1.Cl.[F:10][C:11]1[CH:16]=[CH:15][C:14]([C:17]([CH:19]2[CH2:24][CH2:23][NH:22][CH2:21][CH2:20]2)=[O:18])=[CH:13][CH:12]=1. Product: [NH2:8][C:5]1[N:6]=[N:7][C:2]([N:22]2[CH2:23][CH2:24][CH:19]([C:17]([C:14]3[CH:15]=[CH:16][C:11]([F:10])=[CH:12][CH:13]=3)=[O:18])[CH2:20][CH2:21]2)=[CH:3][CH:4]=1. The catalyst class is: 60. (4) Reactant: [Br:1][C:2]1[CH:7]=[CH:6][C:5]([OH:8])=[CH:4][CH:3]=1.C(=O)([O-])[O-].[K+].[K+].Br[CH:16]([CH2:21][CH2:22][Br:23])[C:17]([O:19][CH3:20])=[O:18]. Product: [Br:23][CH2:22][CH2:21][CH:16]([O:8][C:5]1[CH:6]=[CH:7][C:2]([Br:1])=[CH:3][CH:4]=1)[C:17]([O:19][CH3:20])=[O:18]. The catalyst class is: 499. (5) The catalyst class is: 1. Product: [Br:1][C:2]1[C:3]([N:22]([CH2:27][C:28]([OH:30])([CH3:31])[CH3:29])[S:23]([CH3:26])(=[O:24])=[O:25])=[CH:4][C:5]2[O:9][C:8]([C:10]3[CH:15]=[CH:14][C:13]([F:16])=[CH:12][CH:11]=3)=[C:7]([C:17]([NH:19][CH3:20])=[O:18])[C:6]=2[CH:21]=1. Reactant: [Br:1][C:2]1[C:3]([N:22]([CH2:27][C:28](=[O:30])[CH3:29])[S:23]([CH3:26])(=[O:25])=[O:24])=[CH:4][C:5]2[O:9][C:8]([C:10]3[CH:15]=[CH:14][C:13]([F:16])=[CH:12][CH:11]=3)=[C:7]([C:17]([NH:19][CH3:20])=[O:18])[C:6]=2[CH:21]=1.[CH3:31][Mg+].[Br-]. (6) The catalyst class is: 2. Product: [CH:1]1([CH2:4][O:5][C:6]2[CH:7]=[C:8]([CH3:19])[C:9]([C:13]3[N:14]=[C:15]([NH:18][C:28](=[O:35])[C:29]4[CH:34]=[CH:33][N:32]=[CH:31][CH:30]=4)[S:16][CH:17]=3)=[C:10]([CH3:12])[CH:11]=2)[CH2:3][CH2:2]1. Reactant: [CH:1]1([CH2:4][O:5][C:6]2[CH:11]=[C:10]([CH3:12])[C:9]([C:13]3[N:14]=[C:15]([NH2:18])[S:16][CH:17]=3)=[C:8]([CH3:19])[CH:7]=2)[CH2:3][CH2:2]1.C(N(CC)CC)C.Cl.[C:28](Cl)(=[O:35])[C:29]1[CH:34]=[CH:33][N:32]=[CH:31][CH:30]=1. (7) Reactant: [CH:1]1([C:5]2[C:15]3[O:14][CH2:13][CH2:12][N:11](C(OC(C)(C)C)=O)[CH2:10][C:9]=3[CH:8]=[CH:7][CH:6]=2)[CH2:4][CH2:3][CH2:2]1.C(OCC)(=O)C.[ClH:29]. Product: [ClH:29].[CH:1]1([C:5]2[C:15]3[O:14][CH2:13][CH2:12][NH:11][CH2:10][C:9]=3[CH:8]=[CH:7][CH:6]=2)[CH2:2][CH2:3][CH2:4]1. The catalyst class is: 13.